Dataset: hERG Central: cardiac toxicity at 1µM, 10µM, and general inhibition. Task: Predict hERG channel inhibition at various concentrations. (1) The drug is COc1cc2c(cc1OC)C1Cc3c(cnn3-c3cccc(Cl)c3)C(=O)N1CC2. Results: hERG_inhib (hERG inhibition (general)): blocker. (2) Results: hERG_inhib (hERG inhibition (general)): blocker. The compound is CCCCCCCCCCOC(=O)Cn1c(COc2ccccc2C)[n+](C)c2ccccc21.[Cl-].